Task: Predict which catalyst facilitates the given reaction.. Dataset: Catalyst prediction with 721,799 reactions and 888 catalyst types from USPTO (1) Reactant: C([O:3][C:4]([C:6]1([C:17]([O:19]CC)=[O:18])[O:10][C:9]2[CH:11]=[C:12]([F:16])[CH:13]=[C:14]([Br:15])[C:8]=2[O:7]1)=[O:5])C.Cl. Product: [Br:15][C:14]1[C:8]2[O:7][C:6]([C:17]([OH:19])=[O:18])([C:4]([OH:5])=[O:3])[O:10][C:9]=2[CH:11]=[C:12]([F:16])[CH:13]=1. The catalyst class is: 464. (2) Reactant: [OH:1][CH2:2][CH2:3][NH:4][S:5]([C:8]1[CH:13]=[CH:12][CH:11]=[CH:10][C:9]=1[N+:14]([O-:16])=[O:15])(=[O:7])=[O:6].Br[CH2:18][CH2:19][C:20]([O:22][C:23]([CH3:26])([CH3:25])[CH3:24])=[O:21].C([O-])([O-])=O.[K+].[K+]. Product: [OH:1][CH2:2][CH2:3][N:4]([S:5]([C:8]1[CH:13]=[CH:12][CH:11]=[CH:10][C:9]=1[N+:14]([O-:16])=[O:15])(=[O:7])=[O:6])[CH2:18][CH2:19][C:20]([O:22][C:23]([CH3:26])([CH3:25])[CH3:24])=[O:21]. The catalyst class is: 3. (3) Reactant: [Mg].[CH:2]1(Br)[CH2:4][CH2:3]1.[Br:6][C:7]1[CH:14]=[CH:13][C:10]([CH:11]=[O:12])=[C:9]([F:15])[CH:8]=1.[Cl-].[NH4+]. Product: [Br:6][C:7]1[CH:14]=[CH:13][C:10]([C:11]([CH:2]2[CH2:4][CH2:3]2)=[O:12])=[C:9]([F:15])[CH:8]=1. The catalyst class is: 7. (4) Reactant: Br[C:2]1[CH:7]=[C:6]([O:8][CH3:9])[CH:5]=[CH:4][N:3]=1.[Cl-].[Li+].C([Mg]Cl)(C)C.[CH2:17]([Sn:21](Cl)([CH2:26][CH2:27][CH2:28][CH3:29])[CH2:22][CH2:23][CH2:24][CH3:25])[CH2:18][CH2:19][CH3:20]. Product: [CH3:9][O:8][C:6]1[CH:5]=[CH:4][N:3]=[C:2]([Sn:21]([CH2:22][CH2:23][CH2:24][CH3:25])([CH2:26][CH2:27][CH2:28][CH3:29])[CH2:17][CH2:18][CH2:19][CH3:20])[CH:7]=1. The catalyst class is: 1. (5) Reactant: [CH2:1]([O:8][C:9]([NH:11][C@H:12]([CH2:40]O)[CH2:13][O:14][C:15]1[CH:20]=[CH:19][CH:18]=[CH:17][C:16]=1[C:21]1[NH:25][C:24]2[C:26]([CH3:33])=[C:27]([C:29]([O:31][CH3:32])=[O:30])[S:28][C:23]=2[C:22]=1[CH:34]1[CH2:39][CH2:38][CH2:37][CH2:36][CH2:35]1)=[O:10])[C:2]1[CH:7]=[CH:6][CH:5]=[CH:4][CH:3]=1.C1(P(C2C=CC=CC=2)C2C=CC=CC=2)C=CC=CC=1.C([O-])([O-])=O.[K+].[K+].C(Br)(Br)(Br)[Br:68]. Product: [CH2:1]([O:8][C:9]([NH:11][C@H:12]([CH2:40][Br:68])[CH2:13][O:14][C:15]1[CH:20]=[CH:19][CH:18]=[CH:17][C:16]=1[C:21]1[NH:25][C:24]2[C:26]([CH3:33])=[C:27]([C:29]([O:31][CH3:32])=[O:30])[S:28][C:23]=2[C:22]=1[CH:34]1[CH2:39][CH2:38][CH2:37][CH2:36][CH2:35]1)=[O:10])[C:2]1[CH:7]=[CH:6][CH:5]=[CH:4][CH:3]=1. The catalyst class is: 2. (6) Reactant: C(N(CC)CC)C.[CH3:8][N:9]([C:23]1[CH:28]=[CH:27][N:26]=[C:25]([C:29]2[CH:34]=[CH:33][CH:32]=[CH:31][CH:30]=2)[N:24]=1)[C:10]1[CH:15]=[CH:14][N:13]=[C:12]([NH:16][CH:17]2[CH2:22][CH2:21][NH:20][CH2:19][CH2:18]2)[N:11]=1.[C:35](OC(=O)C)(=[O:37])[CH3:36]. Product: [CH3:8][N:9]([C:23]1[CH:28]=[CH:27][N:26]=[C:25]([C:29]2[CH:34]=[CH:33][CH:32]=[CH:31][CH:30]=2)[N:24]=1)[C:10]1[CH:15]=[CH:14][N:13]=[C:12]([NH:16][CH:17]2[CH2:22][CH2:21][N:20]([C:35](=[O:37])[CH3:36])[CH2:19][CH2:18]2)[N:11]=1. The catalyst class is: 2. (7) Reactant: [Br:1][C:2]1[CH:3]=[C:4]([C:8]2[C:17]3[C:12](=[CH:13][C:14]([O:23]C)=[C:15]4[O:20][C:19]([CH3:22])([CH3:21])[CH2:18][C:16]4=3)[C:11]([CH3:26])([CH3:25])[CH2:10][N:9]=2)[CH:5]=[CH:6][CH:7]=1.N. Product: [Br:1][C:2]1[CH:3]=[C:4]([C:8]2[C:17]3[C:12](=[CH:13][C:14]([OH:23])=[C:15]4[O:20][C:19]([CH3:21])([CH3:22])[CH2:18][C:16]4=3)[C:11]([CH3:26])([CH3:25])[CH2:10][N:9]=2)[CH:5]=[CH:6][CH:7]=1. The catalyst class is: 201. (8) Reactant: [N+:1]([CH3:4])([O-:3])=[O:2].[CH2:5]([O:7][C:8](=[O:26])[CH:9]=[C:10]1[CH2:15][CH2:14][C:13]([N:22]2[CH2:25][CH2:24][CH2:23]2)([C:16]2[CH:21]=[CH:20][CH:19]=[CH:18][CH:17]=2)[CH2:12][CH2:11]1)[CH3:6].O.O.O.[F-].C([N+](CCCC)(CCCC)CCCC)CCC. Product: [CH2:5]([O:7][C:8](=[O:26])[CH2:9][C:10]1([CH2:4][N+:1]([O-:3])=[O:2])[CH2:11][CH2:12][C:13]([N:22]2[CH2:25][CH2:24][CH2:23]2)([C:16]2[CH:17]=[CH:18][CH:19]=[CH:20][CH:21]=2)[CH2:14][CH2:15]1)[CH3:6]. The catalyst class is: 7. (9) Reactant: [F:1][C:2]1[CH:7]=[CH:6][CH:5]=[C:4]([F:8])[N:3]=1.C([Li])CCC.[C:14](=[O:16])=[O:15].O. Product: [F:8][C:4]1[N:3]=[C:2]([F:1])[CH:7]=[CH:6][C:5]=1[C:14]([OH:16])=[O:15]. The catalyst class is: 7. (10) Reactant: [F:1][C:2]([F:19])([F:18])[C:3]1[NH:4][C:5]2[C:6]([N:17]=1)=[C:7]1[C:12](=[CH:13][CH:14]=2)[CH2:11][CH2:10][CH:9]([CH2:15][OH:16])[O:8]1.[C:20]1([CH3:30])[CH:25]=[CH:24][C:23]([S:26](Cl)(=[O:28])=[O:27])=[CH:22][CH:21]=1. Product: [F:19][C:2]([F:1])([F:18])[C:3]1[NH:4][C:5]2[C:6]([N:17]=1)=[C:7]1[C:12](=[CH:13][CH:14]=2)[CH2:11][CH2:10][CH:9]([CH2:15][O:16][S:26]([C:23]2[CH:24]=[CH:25][C:20]([CH3:30])=[CH:21][CH:22]=2)(=[O:28])=[O:27])[O:8]1. The catalyst class is: 300.